This data is from Forward reaction prediction with 1.9M reactions from USPTO patents (1976-2016). The task is: Predict the product of the given reaction. The product is: [OH:13][C:6]1[C:7]2[C:12](=[CH:11][CH:10]=[CH:9][CH:8]=2)[C:3]([NH:2][S:19]([C:15]2[S:14][CH:18]=[CH:17][CH:16]=2)(=[O:21])=[O:20])=[CH:4][CH:5]=1. Given the reactants Cl.[NH2:2][C:3]1[C:12]2[C:7](=[CH:8][CH:9]=[CH:10][CH:11]=2)[C:6]([OH:13])=[CH:5][CH:4]=1.[S:14]1[CH:18]=[CH:17][CH:16]=[C:15]1[S:19](Cl)(=[O:21])=[O:20], predict the reaction product.